From a dataset of Full USPTO retrosynthesis dataset with 1.9M reactions from patents (1976-2016). Predict the reactants needed to synthesize the given product. (1) Given the product [Cl:1][C:2]1[CH:7]=[CH:6][C:5]([CH2:8][C:9]([OH:11])=[O:10])=[CH:4][C:3]=1[NH:13][C:14]([NH:16][C:17]1[CH:22]=[CH:21][CH:20]=[CH:19][N:18]=1)=[O:15], predict the reactants needed to synthesize it. The reactants are: [Cl:1][C:2]1[CH:7]=[CH:6][C:5]([CH2:8][C:9]([O:11]C)=[O:10])=[CH:4][C:3]=1[NH:13][C:14]([NH:16][C:17]1[CH:22]=[CH:21][CH:20]=[CH:19][N:18]=1)=[O:15].[OH-].[Na+]. (2) Given the product [F:14][C:13]([F:15])([F:16])[O:12][C:9]1[CH:8]=[CH:7][C:6]([CH:3]([NH2:2])[CH2:4][CH3:5])=[CH:11][CH:10]=1, predict the reactants needed to synthesize it. The reactants are: O[N:2]=[C:3]([C:6]1[CH:11]=[CH:10][C:9]([O:12][C:13]([F:16])([F:15])[F:14])=[CH:8][CH:7]=1)[CH2:4][CH3:5]. (3) Given the product [Cl:1][C:2]1[CH:7]=[C:6]([Cl:8])[CH:5]=[CH:4][C:3]=1[C:9]1[N:14]=[C:13]([NH:19][CH2:20][CH2:21][NH:22][C:23]2[N:24]=[C:25]([NH2:32])[C:26]([N+:29]([O-:31])=[O:30])=[CH:27][CH:28]=2)[CH:12]=[N:11][C:10]=1[N+:16]([O-:18])=[O:17], predict the reactants needed to synthesize it. The reactants are: [Cl:1][C:2]1[CH:7]=[C:6]([Cl:8])[CH:5]=[CH:4][C:3]=1[C:9]1[C:10]([N+:16]([O-:18])=[O:17])=[N:11][CH:12]=[C:13](Br)[N:14]=1.[NH2:19][CH2:20][CH2:21][NH:22][C:23]1[CH:28]=[CH:27][C:26]([N+:29]([O-:31])=[O:30])=[C:25]([NH2:32])[N:24]=1.C(N(C(C)C)CC)(C)C. (4) Given the product [CH3:1][O:2][CH2:3][CH2:4][O:5][C:6]1[CH:11]=[C:10]([O:12][C:13]2[CH:18]=[CH:17][C:16]([C:19]([F:20])([F:21])[F:22])=[CH:15][N:14]=2)[CH:9]=[CH:8][C:7]=1[CH2:23][CH2:24][CH2:25][O:26][C:28]1[CH:32]=[C:31]([CH2:33][CH2:34][C:35]([OH:37])=[O:36])[N:30]([C:40]2[CH:45]=[CH:44][CH:43]=[CH:42][CH:41]=2)[N:29]=1, predict the reactants needed to synthesize it. The reactants are: [CH3:1][O:2][CH2:3][CH2:4][O:5][C:6]1[CH:11]=[C:10]([O:12][C:13]2[CH:18]=[CH:17][C:16]([C:19]([F:22])([F:21])[F:20])=[CH:15][N:14]=2)[CH:9]=[CH:8][C:7]=1[CH2:23][CH2:24][CH2:25][OH:26].O[C:28]1[CH:32]=[C:31]([CH2:33][CH2:34][C:35]([O:37]CC)=[O:36])[N:30]([C:40]2[CH:45]=[CH:44][CH:43]=[CH:42][CH:41]=2)[N:29]=1.C(P(CCCC)CCCC)CCC.N(C(N1CCCCC1)=O)=NC(N1CCCCC1)=O.O1CCCC1CO.[OH-].[Na+].Cl. (5) Given the product [ClH:26].[ClH:26].[CH3:25][N:11]1[C:12]2([CH2:17][CH2:16][NH:15][CH2:14][CH2:13]2)[C:7]2=[CH:6][CH:5]=[C:4]([C:1](=[O:3])[CH3:2])[N:8]2[CH2:9][CH2:10]1, predict the reactants needed to synthesize it. The reactants are: [C:1]([C:4]1[N:8]2[CH2:9][CH2:10][N:11]([CH3:25])[C:12]3([CH2:17][CH2:16][N:15](C(OC(C)(C)C)=O)[CH2:14][CH2:13]3)[C:7]2=[CH:6][CH:5]=1)(=[O:3])[CH3:2].[ClH:26].O1CCOCC1. (6) Given the product [CH3:1][O:2][C:3]1[C:12]2[CH2:11][CH2:10][C@H:9]3[C@H:13]([CH3:20])[C:14](=[O:19])[C:15]([C:17]#[N:18])=[CH:16][C@:8]3([C:21]3[CH:22]=[CH:23][CH:24]=[CH:25][CH:26]=3)[C:7]=2[N:6]=[C:5]([CH3:27])[N:4]=1, predict the reactants needed to synthesize it. The reactants are: [CH3:1][O:2][C:3]1[C:12]2[CH2:11][CH2:10][C@H:9]3[C@H:13]([CH3:20])[C:14](=[O:19])[CH:15]([C:17]#[N:18])[CH2:16][C@:8]3([C:21]3[CH:26]=[CH:25][CH:24]=[CH:23][CH:22]=3)[C:7]=2[N:6]=[C:5]([CH3:27])[N:4]=1.BrN1C(C)(C)C(=O)N(Br)C1=O.N1C=CC=CC=1. (7) Given the product [NH2:1][C:2]1[N:7]([C:8]2[CH:13]=[CH:12][C:11]([Br:14])=[CH:10][CH:9]=2)[C:6]([NH:18][C:19]2[CH:24]=[CH:23][CH:22]=[CH:21][CH:20]=2)=[N:5][C:4](=[O:17])[CH:3]=1, predict the reactants needed to synthesize it. The reactants are: [NH2:1][C:2]1[N:7]([C:8]2[CH:13]=[CH:12][C:11]([Br:14])=[CH:10][CH:9]=2)[C:6](SC)=[N:5][C:4](=[O:17])[CH:3]=1.[NH2:18][C:19]1[CH:24]=[CH:23][CH:22]=[CH:21][CH:20]=1.[K+].[Br-].